From a dataset of Forward reaction prediction with 1.9M reactions from USPTO patents (1976-2016). Predict the product of the given reaction. Given the reactants [CH2:1](Br)[C:2]1[CH:7]=[CH:6][CH:5]=[CH:4][CH:3]=1.[OH-].[K+].[NH:11]1[C:15]2[CH:16]=[CH:17][CH:18]=[CH:19][C:14]=2[N:13]=[C:12]1[NH2:20], predict the reaction product. The product is: [CH2:1]([N:11]1[C:15]2[CH:16]=[CH:17][CH:18]=[CH:19][C:14]=2[N:13]=[C:12]1[NH2:20])[C:2]1[CH:7]=[CH:6][CH:5]=[CH:4][CH:3]=1.